From a dataset of Reaction yield outcomes from USPTO patents with 853,638 reactions. Predict the reaction yield, written as a fraction of the theoretical maximum amount of product (1.0 means a 100% yield; for example, 0.34 means a 34% yield). (1) The reactants are [F:1][C:2]1[CH:10]=[CH:9][C:5]([C:6](Cl)=[O:7])=[CH:4][CH:3]=1.B(F)(F)F.[C:15]1([S:21]([N:24]2[CH:28]=[CH:27][CH:26]=[CH:25]2)(=[O:23])=[O:22])[CH:20]=[CH:19][CH:18]=[CH:17][CH:16]=1. The catalyst is ClCCl. The product is [C:15]1([S:21]([N:24]2[CH:25]=[CH:26][CH:27]=[C:28]2[C:6](=[O:7])[C:5]2[CH:9]=[CH:10][C:2]([F:1])=[CH:3][CH:4]=2)(=[O:23])=[O:22])[CH:16]=[CH:17][CH:18]=[CH:19][CH:20]=1. The yield is 0.198. (2) The reactants are Br[CH2:2][CH:3]1[O:7][C:6]([C:9]23[CH2:18][CH:13]4[CH2:14][CH:15]([CH2:17][CH:11]([CH2:12]4)[CH2:10]2)[CH2:16]3)([CH3:8])[O:5][C:4]1=[O:19].CN(C)C=O. The catalyst is C(OC(C)C)(C)C. The product is [CH2:2]=[C:3]1[O:7][C:6]([C:9]23[CH2:16][CH:15]4[CH2:17][CH:11]([CH2:12][CH:13]([CH2:14]4)[CH2:18]2)[CH2:10]3)([CH3:8])[O:5][C:4]1=[O:19]. The yield is 0.530. (3) The reactants are Cl[C:2]1[C:7]2[CH:8]=[CH:9][CH:10]=[CH:11][C:6]=2[O:5][C:4](=[O:12])[N:3]=1.[C:13]([C:15]1([NH:24][C:25](=[O:35])[CH:26]([NH2:34])[CH2:27][CH2:28][C:29]([CH3:33])([CH3:32])[CH2:30][CH3:31])[CH2:20][CH2:19][N:18]([CH2:21][CH2:22][CH3:23])[CH2:17][CH2:16]1)#[N:14].CN1CCOCC1. The catalyst is C(#N)C. The product is [C:13]([C:15]1([NH:24][C:25](=[O:35])[CH:26]([NH:34][C:2]2[C:7]3[CH:8]=[CH:9][CH:10]=[CH:11][C:6]=3[O:5][C:4](=[O:12])[N:3]=2)[CH2:27][CH2:28][C:29]([CH3:33])([CH3:32])[CH2:30][CH3:31])[CH2:16][CH2:17][N:18]([CH2:21][CH2:22][CH3:23])[CH2:19][CH2:20]1)#[N:14]. The yield is 0.160. (4) The reactants are [NH2:1][CH2:2][CH:3]([OH:5])[CH3:4].C(N(CC)CC)C.[C:13]([O:17][C:18](=[O:36])[C:19]1[C:24]([NH:25][C:26]2[CH:31]=[CH:30][C:29]([Br:32])=[CH:28][C:27]=2[Cl:33])=[C:23]([Cl:34])[C:22](Cl)=[N:21][CH:20]=1)([CH3:16])([CH3:15])[CH3:14]. The catalyst is C(#N)C.CCOC(C)=O. The product is [C:13]([O:17][C:18](=[O:36])[C:19]1[C:24]([NH:25][C:26]2[CH:31]=[CH:30][C:29]([Br:32])=[CH:28][C:27]=2[Cl:33])=[C:23]([Cl:34])[C:22]([NH:1][CH2:2][CH:3]([OH:5])[CH3:4])=[N:21][CH:20]=1)([CH3:16])([CH3:14])[CH3:15]. The yield is 0.750.